Dataset: Full USPTO retrosynthesis dataset with 1.9M reactions from patents (1976-2016). Task: Predict the reactants needed to synthesize the given product. (1) Given the product [N:13]1[C:14]2[C:19](=[CH:18][CH:17]=[CH:16][CH:15]=2)[C:10]([CH2:9][S:20][C:21]2[C:22]([C:23]([OH:25])=[O:24])=[CH:26][CH:27]=[CH:28][N:29]=2)=[CH:11][CH:12]=1, predict the reactants needed to synthesize it. The reactants are: C(N(CC)CC)C.Cl[CH2:9][C:10]1[C:19]2[C:14](=[CH:15][CH:16]=[CH:17][CH:18]=2)[N:13]=[CH:12][CH:11]=1.[SH:20][C:21]1[N:29]=[CH:28][CH:27]=[CH:26][C:22]=1[C:23]([OH:25])=[O:24].O. (2) Given the product [Cl:52][C:53]1[CH:58]=[CH:57][CH:56]=[CH:55][C:54]=1[N:59]([CH3:66])[CH:60]1[CH2:65][CH2:64][N:63]([C:11](=[O:13])[CH2:10][NH:9][C:7]([C:4]2[CH:3]=[CH:2][C:1]([C:14]3[CH:19]=[CH:18][CH:17]=[CH:16][CH:15]=3)=[CH:6][CH:5]=2)=[O:8])[CH2:62][CH2:61]1, predict the reactants needed to synthesize it. The reactants are: [C:1]1([C:14]2[CH:19]=[CH:18][CH:17]=[CH:16][CH:15]=2)[CH:6]=[CH:5][C:4]([C:7]([NH:9][CH2:10][C:11]([OH:13])=O)=[O:8])=[CH:3][CH:2]=1.CCN(C(C)C)C(C)C.C1C=CC2N(O)N=NC=2C=1.CCN=C=NCCCN(C)C.Cl.Cl.[Cl:52][C:53]1[CH:58]=[CH:57][CH:56]=[CH:55][C:54]=1[N:59]([CH3:66])[CH:60]1[CH2:65][CH2:64][NH:63][CH2:62][CH2:61]1. (3) The reactants are: [NH2:1][C:2]1[N:23]=[C:22](Cl)[CH:21]=[CH:20][C:3]=1[C:4]([NH:6][CH2:7][C:8]1[S:9][C:10]([O:13][C:14]2[CH:19]=[CH:18][CH:17]=[CH:16][CH:15]=2)=[CH:11][CH:12]=1)=[O:5].C1C=C[C:28]([CH2:31][C:32]([NH:34]C[NH:34][C@H:32](C(O)=O)[CH2:31][C:28]2C=CC([N+]([O-])=O)=CC=2)=O)=CC=1.C(N)CC. Given the product [NH2:1][C:2]1[N:23]=[C:22]([NH:34][CH2:32][CH2:31][CH3:28])[CH:21]=[CH:20][C:3]=1[C:4]([NH:6][CH2:7][C:8]1[S:9][C:10]([O:13][C:14]2[CH:19]=[CH:18][CH:17]=[CH:16][CH:15]=2)=[CH:11][CH:12]=1)=[O:5], predict the reactants needed to synthesize it. (4) The reactants are: [Cl:1][C:2]1[C:7]([C:8](Cl)=[O:9])=[C:6]([Cl:11])[CH:5]=[C:4]([CH3:12])[N:3]=1.Cl.[NH2:14][CH2:15][C:16]1[C:21]([Cl:22])=[CH:20][C:19]([C:23]([F:26])([F:25])[F:24])=[CH:18][N:17]=1.C(N(CC)CC)C. Given the product [Cl:1][C:2]1[C:7]([C:8]([NH:14][CH2:15][C:16]2[C:21]([Cl:22])=[CH:20][C:19]([C:23]([F:26])([F:25])[F:24])=[CH:18][N:17]=2)=[O:9])=[C:6]([Cl:11])[CH:5]=[C:4]([CH3:12])[N:3]=1, predict the reactants needed to synthesize it. (5) Given the product [CH3:54][CH:53]([C:55]1[C:60]([CH3:61])=[CH:59][C:58]([CH3:62])=[CH:57][CH:56]=1)[C:52]([NH:51][CH:44]([C:40]1[CH:41]=[CH:42][CH:43]=[C:38]([N:37]([NH:3][C:16]([NH:15][C:13]([O:12][C:8]([CH3:9])([CH3:10])[CH3:11])=[O:14])=[N:19][C:20]([O:22][C:23]([CH3:24])([CH3:25])[CH3:26])=[O:21])[S:34]([C:30]2[CH:31]=[CH:32][CH:33]=[CH:28][CH:29]=2)(=[O:36])=[O:35])[CH:39]=1)[CH2:45][C:46]([O:48][CH2:49][CH3:50])=[O:47])=[O:63], predict the reactants needed to synthesize it. The reactants are: C([N:3](CC)CC)C.[C:8]([O:12][C:13]([NH:15][C:16](=[N:19][C:20]([O:22][C:23]([CH3:26])([CH3:25])[CH3:24])=[O:21])SC)=[O:14])([CH3:11])([CH3:10])[CH3:9].N[C:28]1[CH:29]=[C:30]([S:34]([NH:37][C:38]2[CH:39]=[C:40]([CH:44]([NH:51][C:52](=[O:63])[CH:53]([C:55]3[C:60]([CH3:61])=[CH:59][C:58]([CH3:62])=[CH:57][CH:56]=3)[CH3:54])[CH2:45][C:46]([O:48][CH2:49][CH3:50])=[O:47])[CH:41]=[CH:42][CH:43]=2)(=[O:36])=[O:35])[CH:31]=[CH:32][CH:33]=1.C(OCC)(=O)C. (6) Given the product [CH2:1]([N:3]([C:10](=[O:14])[C:11]([Cl:13])=[O:12])[C:4]1[CH:9]=[CH:8][CH:7]=[CH:6][CH:5]=1)[CH3:2], predict the reactants needed to synthesize it. The reactants are: [CH2:1]([NH:3][C:4]1[CH:9]=[CH:8][CH:7]=[CH:6][CH:5]=1)[CH3:2].[C:10](Cl)(=[O:14])[C:11]([Cl:13])=[O:12]. (7) Given the product [Cl:1][C:2]1[CH:3]=[C:4]([CH2:9][C:10]([OH:12])=[O:11])[CH:5]=[C:6]([O:8][C:19]2[CH:18]=[CH:17][C:16]([C:21](=[O:22])[C:23]3[CH:28]=[CH:27][C:26]([F:29])=[CH:25][CH:24]=3)=[CH:15][C:14]=2[Cl:13])[CH:7]=1, predict the reactants needed to synthesize it. The reactants are: [Cl:1][C:2]1[CH:3]=[C:4]([CH2:9][C:10]([OH:12])=[O:11])[CH:5]=[C:6]([OH:8])[CH:7]=1.[Cl:13][C:14]1[CH:15]=[C:16]([C:21]([C:23]2[CH:28]=[CH:27][C:26]([F:29])=[CH:25][CH:24]=2)=[O:22])[CH:17]=[CH:18][C:19]=1F. (8) Given the product [O:1]=[C:2]1[C:10]2[C:5](=[CH:6][CH:7]=[CH:8][CH:9]=2)[C:4](=[O:11])[N:3]1[CH2:12][C@H:13]([NH:26][C:27](=[O:28])[C@H:44]([C:43]1[CH:42]=[CH:46][CH:48]=[CH:47][CH:49]=1)[CH3:45])[C:14]1[CH:19]=[CH:18][C:17]([O:20][CH2:21][C@@H:22]([CH3:25])[CH2:23][CH3:24])=[CH:16][CH:15]=1, predict the reactants needed to synthesize it. The reactants are: [O:1]=[C:2]1[C:10]2[C:5](=[CH:6][CH:7]=[CH:8][CH:9]=2)[C:4](=[O:11])[N:3]1[CH2:12][C@H:13]([NH:26][C:27](=O)[O:28]C(C)(C)C)[C:14]1[CH:19]=[CH:18][C:17]([O:20][CH2:21][C@@H:22]([CH3:25])[CH2:23][CH3:24])=[CH:16][CH:15]=1.FC(F)(F)C(O)=O.S1[CH:45]=[CH:44][CH:43]=[C:42]1[CH:46]1[CH2:48][CH:47]1[C:49](Cl)=O.C(N(CC)CC)C. (9) Given the product [Cl:1][C:2]1[N:7]=[C:6]2[CH:8]=[C:9]([C:11]([O:13][CH3:14])=[O:12])[N:10]([CH2:22][CH2:23][CH2:24][CH2:25][F:26])[C:5]2=[CH:4][CH:3]=1, predict the reactants needed to synthesize it. The reactants are: [Cl:1][C:2]1[N:7]=[C:6]2[CH:8]=[C:9]([C:11]([O:13][CH3:14])=[O:12])[NH:10][C:5]2=[CH:4][CH:3]=1.C(=O)([O-])[O-].[Cs+].[Cs+].Br[CH2:22][CH2:23][CH2:24][CH2:25][F:26].O.